From a dataset of Reaction yield outcomes from USPTO patents with 853,638 reactions. Predict the reaction yield, written as a fraction of the theoretical maximum amount of product (1.0 means a 100% yield; for example, 0.34 means a 34% yield). (1) The reactants are Br[C:2]1[N:6]2[N:7]=[CH:8][C:9]([C:11]([F:14])([F:13])[F:12])=[N:10][C:5]2=[N:4][CH:3]=1.CC1(C)COB([C:22]2[CH:23]=[CH:24][C:25]([F:37])=[C:26]([C:28]3[C:29]([C:35]#[N:36])=[CH:30][CH:31]=[C:32]([F:34])[CH:33]=3)[CH:27]=2)OC1. No catalyst specified. The product is [F:34][C:32]1[CH:33]=[C:28]([C:26]2[CH:27]=[C:22]([C:2]3[N:6]4[N:7]=[CH:8][C:9]([C:11]([F:14])([F:13])[F:12])=[N:10][C:5]4=[N:4][CH:3]=3)[CH:23]=[CH:24][C:25]=2[F:37])[C:29]([C:35]#[N:36])=[CH:30][CH:31]=1. The yield is 0.460. (2) The reactants are [Si]([O:8][C@H:9]([C:42]1[CH:47]=[CH:46][C:45]([F:48])=[CH:44][CH:43]=1)[CH2:10][CH2:11][C@H:12]1[C:15](=[O:16])[N:14]([C:17]2[CH:22]=[CH:21][CH:20]=[CH:19][CH:18]=2)[C@@H:13]1[C:23]1[CH:28]=[CH:27][C:26]([C:29]2[CH:34]=[CH:33][CH:32]=[C:31]([P:35](=[O:40])([O:38]C)[O:36]C)[CH:30]=2)=[CH:25][C:24]=1[OH:41])(C(C)(C)C)(C)C.Br[Si](C)(C)C.CO. The catalyst is ClCCl. The product is [F:48][C:45]1[CH:46]=[CH:47][C:42]([C@@H:9]([OH:8])[CH2:10][CH2:11][C@H:12]2[C:15](=[O:16])[N:14]([C:17]3[CH:18]=[CH:19][CH:20]=[CH:21][CH:22]=3)[C@@H:13]2[C:23]2[CH:28]=[CH:27][C:26]([C:29]3[CH:34]=[CH:33][CH:32]=[C:31]([P:35](=[O:36])([OH:38])[OH:40])[CH:30]=3)=[CH:25][C:24]=2[OH:41])=[CH:43][CH:44]=1. The yield is 0.440.